This data is from Forward reaction prediction with 1.9M reactions from USPTO patents (1976-2016). The task is: Predict the product of the given reaction. (1) Given the reactants [CH:1]1([C:7]2[C:15]3[C:10](=[N:11][CH:12]=[C:13]([C:16]([O:18][CH3:19])=[O:17])[CH:14]=3)[NH:9][C:8]=2[Si:20]([CH3:23])([CH3:22])[CH3:21])[CH2:6][CH2:5][CH2:4][CH2:3][CH2:2]1.[H-].[Na+].Br[CH2:27][C:28]([O:30][C:31]([CH3:34])([CH3:33])[CH3:32])=[O:29], predict the reaction product. The product is: [C:31]([O:30][C:28](=[O:29])[CH2:27][N:9]1[C:10]2=[N:11][CH:12]=[C:13]([C:16]([O:18][CH3:19])=[O:17])[CH:14]=[C:15]2[C:7]([CH:1]2[CH2:2][CH2:3][CH2:4][CH2:5][CH2:6]2)=[C:8]1[Si:20]([CH3:22])([CH3:21])[CH3:23])([CH3:34])([CH3:33])[CH3:32]. (2) Given the reactants [CH2:1]([O:8][C:9]1[CH:10]=[CH:11][C:12]2[C:13]3[N:14]([CH2:22][CH2:23][N:24]=3)[C:15]([NH2:21])=[N:16][C:17]=2[C:18]=1[O:19][CH3:20])[C:2]1[CH:7]=[CH:6][CH:5]=[CH:4][CH:3]=1.[C:25](O)(=[O:32])[C:26]1[CH:31]=[CH:30][CH:29]=[N:28][CH:27]=1.C(N(C(C)C)CC)(C)C.C1CN([P+](ON2N=NC3C=CC=CC2=3)(N2CCCC2)N2CCCC2)CC1.F[P-](F)(F)(F)(F)F, predict the reaction product. The product is: [CH2:1]([O:8][C:9]1[CH:10]=[CH:11][C:12]2[C:13]3[N:14]([CH2:22][CH2:23][N:24]=3)[C:15]([NH:21][C:25](=[O:32])[C:26]3[CH:31]=[CH:30][CH:29]=[N:28][CH:27]=3)=[N:16][C:17]=2[C:18]=1[O:19][CH3:20])[C:2]1[CH:3]=[CH:4][CH:5]=[CH:6][CH:7]=1. (3) Given the reactants Cl[C:2]1[N:3]=[C:4]([OH:12])[C:5]2[CH:11]=[CH:10][N:9]=[CH:8][C:6]=2[N:7]=1, predict the reaction product. The product is: [CH3:6][CH:5]([CH3:11])[CH2:4][O:12][C:2]1[N:3]=[C:4]([OH:12])[C:5]2[CH:11]=[CH:10][N:9]=[CH:8][C:6]=2[N:7]=1. (4) Given the reactants [OH:1][C:2]1[CH:11]=[C:10]([OH:12])[CH:9]=[C:8]2[C:3]=1[C:4]([CH2:14][CH2:15][CH3:16])=[CH:5][C:6](=[O:13])[O:7]2.[N+](C1C=CC=CC=1)([O-])=O.[C:26](OC(=O)C)(=[O:28])[CH3:27].Cl, predict the reaction product. The product is: [OH:1][C:2]1[CH:11]=[C:10]([OH:12])[C:9]([C:26](=[O:28])[CH3:27])=[C:8]2[C:3]=1[C:4]([CH2:14][CH2:15][CH3:16])=[CH:5][C:6](=[O:13])[O:7]2. (5) Given the reactants Br[C:2]1[CH:3]=[CH:4][C:5]2[N:9]=[C:8]([CH3:10])[N:7]([CH:11]3[CH2:14][N:13]([C:15]([O:17][C:18]([CH3:21])([CH3:20])[CH3:19])=[O:16])[CH2:12]3)[C:6]=2[CH:22]=1.[B:23]1([B:23]2[O:27][C:26]([CH3:29])([CH3:28])[C:25]([CH3:31])([CH3:30])[O:24]2)[O:27][C:26]([CH3:29])([CH3:28])[C:25]([CH3:31])([CH3:30])[O:24]1.C(Cl)Cl.CC([O-])=O.[K+], predict the reaction product. The product is: [CH3:10][C:8]1[N:7]([CH:11]2[CH2:14][N:13]([C:15]([O:17][C:18]([CH3:21])([CH3:20])[CH3:19])=[O:16])[CH2:12]2)[C:6]2[CH:22]=[C:2]([B:23]3[O:27][C:26]([CH3:29])([CH3:28])[C:25]([CH3:31])([CH3:30])[O:24]3)[CH:3]=[CH:4][C:5]=2[N:9]=1.